Task: Predict the product of the given reaction.. Dataset: Forward reaction prediction with 1.9M reactions from USPTO patents (1976-2016) (1) Given the reactants [N:1]([CH2:4][CH2:5][O:6][CH2:7][CH2:8][O:9][CH2:10][CH2:11][O:12][CH2:13][CH2:14][CH2:15][O:16][CH2:17][C:18]1[CH:23]=[CH:22][CH:21]=[CH:20][CH:19]=1)=[N+]=[N-].C1(P(C2C=CC=CC=2)C2C=CC=CC=2)C=CC=CC=1.C(N(CC)CC)C.[C:50](O[C:50]([O:52][C:53]([CH3:56])([CH3:55])[CH3:54])=[O:51])([O:52][C:53]([CH3:56])([CH3:55])[CH3:54])=[O:51], predict the reaction product. The product is: [C:18]1([CH2:17][O:16][CH2:15][CH2:14][CH2:13][O:12][CH2:11][CH2:10][O:9][CH2:8][CH2:7][O:6][CH2:5][CH2:4][NH:1][C:50](=[O:51])[O:52][C:53]([CH3:56])([CH3:55])[CH3:54])[CH:23]=[CH:22][CH:21]=[CH:20][CH:19]=1. (2) Given the reactants C[O:2][C:3](=[O:28])[C:4]1[CH:9]=[CH:8][C:7]([C:10]2[CH:15]=[CH:14][N:13]=[C:12]([CH2:16][CH3:17])[C:11]=2[C:18]#[C:19][C:20]2[CH:21]=[N:22][C:23]([NH2:26])=[CH:24][CH:25]=2)=[CH:6][C:5]=1[F:27].[OH-].[Na+].[CH2:31]1COCC1, predict the reaction product. The product is: [CH2:16]([C:12]1[C:11]([C:18]#[C:19][C:20]2[CH:21]=[N:22][C:23]([NH:26][CH3:31])=[CH:24][CH:25]=2)=[C:10]([C:7]2[CH:8]=[CH:9][C:4]([C:3]([OH:2])=[O:28])=[C:5]([F:27])[CH:6]=2)[CH:15]=[CH:14][N:13]=1)[CH3:17]. (3) Given the reactants [OH:1][C:2]1[C:11]2[C:6](=[CH:7][CH:8]=[CH:9][CH:10]=2)[N:5]=[C:4]([C:12]([O:14][CH2:15][CH3:16])=[O:13])[CH:3]=1, predict the reaction product. The product is: [OH:1][C:2]1[C:11]2[CH2:10][CH2:9][CH2:8][CH2:7][C:6]=2[N:5]=[C:4]([C:12]([O:14][CH2:15][CH3:16])=[O:13])[CH:3]=1. (4) Given the reactants O.[F-].C([N+](C)(C)C)C1C=CC=CC=1.[CH2:14]([C:21]1([N:46]([CH3:48])[CH3:47])[CH2:26][CH2:25][CH:24]([CH2:27][O:28][CH2:29][C:30]2[C:38]3[C:33](=[CH:34][CH:35]=[CH:36][CH:37]=3)[NH:32][C:31]=2[Si](CC)(CC)CC)[CH2:23][CH2:22]1)[C:15]1[CH:20]=[CH:19][CH:18]=[CH:17][CH:16]=1, predict the reaction product. The product is: [CH2:14]([C:21]1([N:46]([CH3:47])[CH3:48])[CH2:26][CH2:25][CH:24]([CH2:27][O:28][CH2:29][C:30]2[C:38]3[C:33](=[CH:34][CH:35]=[CH:36][CH:37]=3)[NH:32][CH:31]=2)[CH2:23][CH2:22]1)[C:15]1[CH:16]=[CH:17][CH:18]=[CH:19][CH:20]=1.